Dataset: Full USPTO retrosynthesis dataset with 1.9M reactions from patents (1976-2016). Task: Predict the reactants needed to synthesize the given product. (1) Given the product [F:3][C:4]1[CH:9]=[CH:8][CH:7]=[CH:6][C:5]=1[C:10]([N:13]1[CH2:18][CH2:17][CH2:16][C:15](=[CH:20][C:21]2[CH:26]=[CH:25][C:24]([N:27]3[CH:31]=[C:30]([CH3:32])[N:29]=[CH:28]3)=[C:23]([O:33][CH3:34])[CH:22]=2)[C:14]1=[O:35])([CH3:12])[CH3:11], predict the reactants needed to synthesize it. The reactants are: [H-].[Na+].[F:3][C:4]1[CH:9]=[CH:8][CH:7]=[CH:6][C:5]=1[C:10]([NH:13][C:14](=[O:35])[C:15](=[CH:20][C:21]1[CH:26]=[CH:25][C:24]([N:27]2[CH:31]=[C:30]([CH3:32])[N:29]=[CH:28]2)=[C:23]([O:33][CH3:34])[CH:22]=1)[CH2:16][CH2:17][CH2:18]Cl)([CH3:12])[CH3:11].O.C(OCC)(=O)C. (2) Given the product [NH2:30][C:3]1[C:7]([F:23])=[C:8]([OH:12])[CH:9]=[C:10]([CH3:11])[C:2]=1[F:1], predict the reactants needed to synthesize it. The reactants are: [F:1][C:2]1[C:10]([CH3:11])=[CH:9][C:8]([O:12][Si](C(C)C)(C(C)C)C(C)C)=[C:7]([F:23])[C:3]=1C(O)=O.C(Cl)(C(Cl)=O)=O.[N-:30]=[N+]=[N-].[Na+].[OH-].[K+].Cl. (3) Given the product [F:1][C:2]1[C:3]([O:21][CH3:22])=[C:4]([CH:8]([CH:18]([CH3:19])[CH3:20])[CH2:9][C:10]([C:13]([F:16])([F:14])[F:15])([OH:17])[CH:11]=[N:23][C:24]2[CH:33]=[CH:32][CH:31]=[C:30]3[C:25]=2[CH:26]=[N:27][C:28]([CH3:34])=[N:29]3)[CH:5]=[CH:6][CH:7]=1, predict the reactants needed to synthesize it. The reactants are: [F:1][C:2]1[C:3]([O:21][CH3:22])=[C:4]([CH:8]([CH:18]([CH3:20])[CH3:19])[CH2:9][C:10]([OH:17])([C:13]([F:16])([F:15])[F:14])[CH:11]=O)[CH:5]=[CH:6][CH:7]=1.[NH2:23][C:24]1[CH:33]=[CH:32][CH:31]=[C:30]2[C:25]=1[CH:26]=[N:27][C:28]([CH3:34])=[N:29]2. (4) Given the product [F:18][C:19]([F:38])([F:37])[S:20]([O:17][C:15]([C:12]1[S:13][CH:14]=[C:10]([CH2:9][O:8][Si:1]([C:4]([CH3:7])([CH3:5])[CH3:6])([CH3:3])[CH3:2])[N:11]=1)=[CH2:16])(=[O:22])=[O:21], predict the reactants needed to synthesize it. The reactants are: [Si:1]([O:8][CH2:9][C:10]1[N:11]=[C:12]([C:15](=[O:17])[CH3:16])[S:13][CH:14]=1)([C:4]([CH3:7])([CH3:6])[CH3:5])([CH3:3])[CH3:2].[F:18][C:19]([F:38])([F:37])[S:20](N(C1C=CC=CC=1)[S:20]([C:19]([F:38])([F:37])[F:18])(=[O:22])=[O:21])(=[O:22])=[O:21].C[Si]([N-][Si](C)(C)C)(C)C.[K+]. (5) Given the product [O:24]1[C:28]2[CH:29]=[CH:30][C:31]([N:33]3[C:37](=[O:38])[C:36](=[N:20][NH:2][C:3]4[C:4]([OH:19])=[C:5]([C:10]5[CH:15]=[CH:14][CH:13]=[C:12]([C:16]([OH:18])=[O:17])[CH:11]=5)[CH:6]=[C:7]([F:9])[CH:8]=4)[C:35]([CH3:39])=[N:34]3)=[CH:32][C:27]=2[CH2:26][CH2:25]1, predict the reactants needed to synthesize it. The reactants are: Cl.[NH2:2][C:3]1[C:4]([OH:19])=[C:5]([C:10]2[CH:15]=[CH:14][CH:13]=[C:12]([C:16]([OH:18])=[O:17])[CH:11]=2)[CH:6]=[C:7]([F:9])[CH:8]=1.[N:20]([O-])=O.[Na+].[O:24]1[C:28]2[CH:29]=[CH:30][C:31]([N:33]3[C:37](=[O:38])[CH2:36][C:35]([CH3:39])=[N:34]3)=[CH:32][C:27]=2[CH2:26][CH2:25]1.C(=O)(O)[O-].[Na+]. (6) Given the product [ClH:9].[Cl:9][C:10]1[CH:15]=[CH:14][C:13]([C@H:16]([NH:19][C@@H:30]([CH3:32])[CH2:29][C:28]([NH2:34])=[O:33])[CH2:17][CH3:18])=[C:12]([F:20])[C:11]=1[O:21][C:22]1[CH:23]=[CH:24][CH:25]=[CH:26][CH:27]=1, predict the reactants needed to synthesize it. The reactants are: C(N(CC)CC)C.Cl.[Cl:9][C:10]1[CH:15]=[CH:14][C:13]([C@H:16]([NH2:19])[CH2:17][CH3:18])=[C:12]([F:20])[C:11]=1[O:21][C:22]1[CH:27]=[CH:26][CH:25]=[CH:24][CH:23]=1.[C:28]([NH2:34])(=[O:33])[CH2:29][C:30]([CH3:32])=O.C(O)(=O)C.C(O[BH-](OC(=O)C)OC(=O)C)(=O)C.[Na+].C(=O)([O-])O.[Na+]. (7) Given the product [CH2:36]([C:32]1([CH2:31][O:30][C:11]2[CH:12]=[CH:2][C:3]([C:4]([OH:6])=[O:5])=[CH:9][CH:10]=2)[CH2:35][O:34][CH2:33]1)[CH3:37], predict the reactants needed to synthesize it. The reactants are: O[C:2]1[CH:12]=[CH:11][CH:10]=[CH:9][C:3]=1[C:4]([O:6]CC)=[O:5].[OH-].[K+].CN(C)C=O.S([O:30][CH2:31][C:32]1([CH2:36][CH3:37])[CH2:35][O:34][CH2:33]1)(C1C=CC(C)=CC=1)(=O)=O.